This data is from Forward reaction prediction with 1.9M reactions from USPTO patents (1976-2016). The task is: Predict the product of the given reaction. (1) The product is: [CH3:9][C:8]([O:7][C:5]([C:4]1[CH:3]=[C:2]([F:1])[C:14]([CH3:15])=[C:13]([B:22]([OH:25])[OH:23])[CH:12]=1)=[O:6])([CH3:11])[CH3:10]. Given the reactants [F:1][C:2]1[CH:3]=[C:4]([CH:12]=[C:13](I)[C:14]=1[CH3:15])[C:5]([O:7][C:8]([CH3:11])([CH3:10])[CH3:9])=[O:6].C([Mg]Cl)(C)C.[B:22](OC)([O:25]C)[O:23]C, predict the reaction product. (2) Given the reactants [Cl:1][C:2]1[N:7]=[N:6][C:5]([CH:8]=O)=[CH:4][CH:3]=1.[C:10]12([NH2:20])[CH2:19][CH:14]3[CH2:15][CH:16]([CH2:18][CH:12]([CH2:13]3)[CH2:11]1)[CH2:17]2, predict the reaction product. The product is: [C:10]12([NH:20][CH2:8][C:5]3[N:6]=[N:7][C:2]([Cl:1])=[CH:3][CH:4]=3)[CH2:17][CH:16]3[CH2:15][CH:14]([CH2:13][CH:12]([CH2:18]3)[CH2:11]1)[CH2:19]2. (3) Given the reactants [Cl:1][C:2]1[CH:3]=[C:4]([C:8]#[C:9][C:10]2[C:11]([F:30])=[CH:12][C:13]([F:29])=[C:14]([C@:16]3([CH3:28])[C:22]([F:24])([F:23])[C:21]([CH3:26])([CH3:25])[O:20][CH2:19][C:18](=O)[NH:17]3)[CH:15]=2)[CH:5]=[CH:6][CH:7]=1.COC1C=CC(P2(SP(C3C=CC(OC)=CC=3)(=S)S2)=[S:40])=CC=1, predict the reaction product. The product is: [Cl:1][C:2]1[CH:3]=[C:4]([C:8]#[C:9][C:10]2[C:11]([F:30])=[CH:12][C:13]([F:29])=[C:14]([C@:16]3([CH3:28])[C:22]([F:24])([F:23])[C:21]([CH3:26])([CH3:25])[O:20][CH2:19][C:18](=[S:40])[NH:17]3)[CH:15]=2)[CH:5]=[CH:6][CH:7]=1. (4) Given the reactants [Cl:1][C:2]1[CH:3]=[C:4]([C:10]([CH2:37][N+:38]([O-])=O)([C:33]([F:36])([F:35])[F:34])[CH2:11][C:12]([C:14]2[CH:15]=[C:16]3[C:20](=[CH:21][CH:22]=2)[C:19]2([CH2:25][N:24]([C:26]([O:28][C:29]([CH3:32])([CH3:31])[CH3:30])=[O:27])[CH2:23]2)[O:18][CH2:17]3)=O)[CH:5]=[C:6]([Cl:9])[C:7]=1[F:8], predict the reaction product. The product is: [Cl:9][C:6]1[CH:5]=[C:4]([C:10]2([C:33]([F:34])([F:36])[F:35])[CH2:11][C:12]([C:14]3[CH:15]=[C:16]4[C:20](=[CH:21][CH:22]=3)[C:19]3([CH2:23][N:24]([C:26]([O:28][C:29]([CH3:31])([CH3:30])[CH3:32])=[O:27])[CH2:25]3)[O:18][CH2:17]4)=[N:38][CH2:37]2)[CH:3]=[C:2]([Cl:1])[C:7]=1[F:8]. (5) Given the reactants [Br:1][C:2]1[O:6][C:5]([CH:7]=O)=[CH:4][CH:3]=1.[NH:9]1[CH2:14][CH2:13][O:12][CH2:11][CH2:10]1.C(O[BH-](OC(=O)C)OC(=O)C)(=O)C.[Na+].C(=O)(O)[O-].[Na+], predict the reaction product. The product is: [Br:1][C:2]1[O:6][C:5]([CH2:7][N:9]2[CH2:14][CH2:13][O:12][CH2:11][CH2:10]2)=[CH:4][CH:3]=1.